Dataset: Full USPTO retrosynthesis dataset with 1.9M reactions from patents (1976-2016). Task: Predict the reactants needed to synthesize the given product. (1) Given the product [OH:52][C:51]1[C:42]([CH:26]2[C:34]3[C:29](=[CH:30][CH:31]=[CH:32][CH:33]=3)[N:28]([CH2:35][C:36]([O:38][CH2:39][CH3:40])=[O:37])[C:27]2=[O:41])=[CH:43][C:44]2[CH2:45][CH2:46][CH2:47][CH2:48][C:49]=2[CH:50]=1, predict the reactants needed to synthesize it. The reactants are: BrC1C=CC(O)=C(C2(O)C3C(=CC=CC=3)N(CCCCC)C2=O)C=1.O[C:26]1([C:42]2[C:51]([OH:52])=[CH:50][C:49]3[CH2:48][CH2:47][CH2:46][CH2:45][C:44]=3[CH:43]=2)[C:34]2[C:29](=[CH:30][CH:31]=[CH:32][CH:33]=2)[N:28]([CH2:35][C:36]([O:38][CH2:39][CH3:40])=[O:37])[C:27]1=[O:41]. (2) Given the product [CH3:1][C:2]1([CH3:22])[N:6]([C:7]([O:9][C:10]([CH3:11])([CH3:12])[CH3:13])=[O:8])[C@@H:5]([CH2:14][C@H:15]2[CH2:21][CH2:20][CH2:19][CH2:18][O:17][CH2:16]2)[CH2:4][O:3]1, predict the reactants needed to synthesize it. The reactants are: [CH3:1][C:2]1([CH3:22])[N:6]([C:7]([O:9][C:10]([CH3:13])([CH3:12])[CH3:11])=[O:8])[C@@H:5]([CH2:14][C@H:15]2[CH2:21][CH:20]=[CH:19][CH2:18][O:17][CH2:16]2)[CH2:4][O:3]1. (3) Given the product [Cl:19][C:13]1[N:14]=[CH:15][C:16]2[C:11]([CH:12]=1)=[CH:10][C:9]([S:8]([O:42][C:33]1[C:32]([F:31])=[C:37]([F:38])[C:36]([F:39])=[C:35]([F:40])[C:34]=1[F:41])(=[O:28])=[O:50])=[CH:18][CH:17]=2, predict the reactants needed to synthesize it. The reactants are: C([S:8][C:9]1[CH:10]=[C:11]2[C:16](=[CH:17][CH:18]=1)[CH:15]=[N:14][C:13]([Cl:19])=[CH:12]2)C1C=CC=CC=1.ClN1C(C)(C)C(=[O:28])N(Cl)C1=O.[F:31][C:32]1[C:37]([F:38])=[C:36]([F:39])[C:35]([F:40])=[C:34]([F:41])[C:33]=1[OH:42].C(N(CC)CC)C.[OH2:50]. (4) The reactants are: [CH3:1][O:2][C:3]1[CH:10]=[CH:9][C:6]([CH:7]=O)=[CH:5][CH:4]=1.S(Cl)([Cl:14])(=O)=O.[N:16]1C=CC=[CH:18][CH:17]=1. Given the product [CH3:1][O:2][C:3]1[CH:10]=[CH:9][C:6]([CH2:7][CH2:18][CH2:17][NH2:16])=[CH:5][C:4]=1[Cl:14], predict the reactants needed to synthesize it. (5) The reactants are: CN.[CH2:3]([N:5](CC)CC)C.[Cl:10][C:11]1[CH:16]=[CH:15][C:14]([C:17]2([C:20](Cl)=[O:21])[CH2:19][CH2:18]2)=[CH:13][CH:12]=1. Given the product [Cl:10][C:11]1[CH:16]=[CH:15][C:14]([C:17]2([C:20]([NH:5][CH3:3])=[O:21])[CH2:19][CH2:18]2)=[CH:13][CH:12]=1, predict the reactants needed to synthesize it. (6) Given the product [S:1]1[C:5]2[CH:6]=[CH:7][CH:8]=[CH:9][C:4]=2[N:3]=[C:2]1[N:10]1[C:14](=[O:15])[C:13](=[CH:19][N:20]([CH3:22])[CH3:21])[C:12]([CH3:16])=[N:11]1, predict the reactants needed to synthesize it. The reactants are: [S:1]1[C:5]2[CH:6]=[CH:7][CH:8]=[CH:9][C:4]=2[N:3]=[C:2]1[N:10]1[C:14](=[O:15])[CH:13]=[C:12]([CH3:16])[NH:11]1.CO[CH:19](OC)[N:20]([CH3:22])[CH3:21]. (7) Given the product [CH2:1]([O:3][C:4]([C:6]1([C:9]2[CH:10]=[CH:11][C:12]([C:15]3[CH:20]=[CH:19][C:18]([C:21]4[O:25][N:24]=[C:23]([CH3:26])[C:22]=4[NH:27][C:29]4[CH:30]=[N:31][CH:32]=[C:33]([C:35]5[CH:40]=[CH:39][CH:38]=[C:37]([F:41])[CH:36]=5)[CH:34]=4)=[CH:17][CH:16]=3)=[CH:13][CH:14]=2)[CH2:8][CH2:7]1)=[O:5])[CH3:2], predict the reactants needed to synthesize it. The reactants are: [CH2:1]([O:3][C:4]([C:6]1([C:9]2[CH:14]=[CH:13][C:12]([C:15]3[CH:20]=[CH:19][C:18]([C:21]4[O:25][N:24]=[C:23]([CH3:26])[C:22]=4[NH2:27])=[CH:17][CH:16]=3)=[CH:11][CH:10]=2)[CH2:8][CH2:7]1)=[O:5])[CH3:2].Br[C:29]1[CH:30]=[N:31][CH:32]=[C:33]([C:35]2[CH:40]=[CH:39][CH:38]=[C:37]([F:41])[CH:36]=2)[CH:34]=1.